Dataset: Reaction yield outcomes from USPTO patents with 853,638 reactions. Task: Predict the reaction yield, written as a fraction of the theoretical maximum amount of product (1.0 means a 100% yield; for example, 0.34 means a 34% yield). (1) The reactants are [CH:1]([C:4]1[CH:5]=[C:6]([CH:10]=[C:11]([CH:15]([CH3:17])[CH3:16])[C:12]=1[O:13][CH3:14])[C:7]([OH:9])=O)([CH3:3])[CH3:2].C(Cl)(=O)C(Cl)=O.[Sn](Cl)(Cl)(Cl)Cl.[Br:29][C:30]1[CH:31]=[C:32]([CH:41]=[CH:42][CH:43]=1)[CH2:33][C:34]1[O:35][C:36]([CH3:40])=[C:37]([CH3:39])[CH:38]=1. The catalyst is CN(C)C=O.C(Cl)Cl. The product is [Br:29][C:30]1[CH:31]=[C:32]([CH:41]=[CH:42][CH:43]=1)[CH2:33][C:34]1[O:35][C:36]([CH3:40])=[C:37]([CH3:39])[C:38]=1[C:7]([C:6]1[CH:10]=[C:11]([CH:15]([CH3:17])[CH3:16])[C:12]([O:13][CH3:14])=[C:4]([CH:1]([CH3:2])[CH3:3])[CH:5]=1)=[O:9]. The yield is 0.650. (2) The catalyst is C(Cl)Cl.C(N(CC)CC)C.C1(C)C=CC=CC=1. The reactants are [CH3:1][O:2][C:3]1[CH:4]=[C:5]2[C:10](=[CH:11][C:12]=1[O:13][CH3:14])[N:9]=[CH:8][CH:7]=[C:6]2[O:15][C:16]1[CH:22]=[CH:21][C:19]([NH2:20])=[C:18]([CH3:23])[C:17]=1[CH3:24].Cl[C:26](Cl)([O:28][C:29](=[O:35])OC(Cl)(Cl)Cl)Cl.[CH3:37][N:38]1[CH2:43][CH2:42]C(O)[CH2:40][CH2:39]1.C(=O)(O)[O-].[Na+]. The yield is 0.410. The product is [CH3:1][O:2][C:3]1[CH:4]=[C:5]2[C:10](=[CH:11][C:12]=1[O:13][CH3:14])[N:9]=[CH:8][CH:7]=[C:6]2[O:15][C:16]1[CH:22]=[CH:21][C:19]([NH:20][C:29](=[O:35])[O:28][CH:26]2[CH2:42][CH2:43][N:38]([CH3:37])[CH2:39][CH2:40]2)=[C:18]([CH3:23])[C:17]=1[CH3:24]. (3) The reactants are [Cl:1][C:2]1[CH:3]=[C:4]([CH:9]([C:24]([F:27])([F:26])[F:25])/[CH:10]=[CH:11]/[C:12]2[CH:22]=[CH:21][C:15]([C:16]([O:18]CC)=[O:17])=[C:14]([CH3:23])[CH:13]=2)[CH:5]=[C:6]([Cl:8])[CH:7]=1.Cl. The catalyst is O1CCOCC1. The product is [Cl:1][C:2]1[CH:3]=[C:4]([CH:9]([C:24]([F:27])([F:25])[F:26])/[CH:10]=[CH:11]/[C:12]2[CH:22]=[CH:21][C:15]([C:16]([OH:18])=[O:17])=[C:14]([CH3:23])[CH:13]=2)[CH:5]=[C:6]([Cl:8])[CH:7]=1. The yield is 0.500. (4) The reactants are N(C(OCC)=O)=NC(OCC)=O.[C:13]([C:17]1[CH:22]=[CH:21][C:20]([OH:23])=[CH:19][CH:18]=1)([CH3:16])([CH3:15])[CH3:14].O[CH2:25][CH2:26][N:27]1[C:31](=[O:32])[C:30]2=[CH:33][CH:34]=[CH:35][CH:36]=[C:29]2[C:28]1=[O:37].C1(P(C2C=CC=CC=2)C2C=CC=CC=2)C=CC=CC=1. The catalyst is O1CCCC1.C(OCC)(=O)C. The product is [C:13]([C:17]1[CH:18]=[CH:19][C:20]([O:23][CH2:25][CH2:26][N:27]2[C:28](=[O:37])[C:29]3[C:30](=[CH:33][CH:34]=[CH:35][CH:36]=3)[C:31]2=[O:32])=[CH:21][CH:22]=1)([CH3:16])([CH3:14])[CH3:15]. The yield is 0.200. (5) The reactants are [CH3:1][C:2]1[C:11]([NH:12][C:13]2([CH3:16])[CH2:15][CH2:14]2)=[N:10][C:9]2[C:4](=[CH:5][CH:6]=[CH:7][C:8]=2[C:17]2[NH:21][C:20]3[CH2:22][NH:23][C:24](=[O:25])[C:19]=3[CH:18]=2)[N:3]=1.[Cl:26]N1C(=O)CCC1=O. The catalyst is C(Cl)(Cl)Cl. The product is [Cl:26][C:18]1[C:19]2[C:24](=[O:25])[NH:23][CH2:22][C:20]=2[NH:21][C:17]=1[C:8]1[CH:7]=[CH:6][CH:5]=[C:4]2[C:9]=1[N:10]=[C:11]([NH:12][C:13]1([CH3:16])[CH2:15][CH2:14]1)[C:2]([CH3:1])=[N:3]2. The yield is 0.120. (6) The reactants are Br[C:2]1[CH:3]=[C:4]2[C:9]([O:10][CH3:11])=[C:8]([C:12]([NH2:14])=[O:13])[CH:7]=[N:6][N:5]2[CH:15]=1.[C:16]1(B(O)O)[CH:21]=[CH:20][CH:19]=[CH:18][CH:17]=1.C(=O)([O-])[O-].[K+].[K+]. The catalyst is COCCOC.C1C=CC([P]([Pd]([P](C2C=CC=CC=2)(C2C=CC=CC=2)C2C=CC=CC=2)([P](C2C=CC=CC=2)(C2C=CC=CC=2)C2C=CC=CC=2)[P](C2C=CC=CC=2)(C2C=CC=CC=2)C2C=CC=CC=2)(C2C=CC=CC=2)C2C=CC=CC=2)=CC=1. The product is [CH3:11][O:10][C:9]1[C:4]2[N:5]([CH:15]=[C:2]([C:16]3[CH:21]=[CH:20][CH:19]=[CH:18][CH:17]=3)[CH:3]=2)[N:6]=[CH:7][C:8]=1[C:12]([NH2:14])=[O:13]. The yield is 0.800. (7) The reactants are [CH2:1]([N:8]1[CH:12]=[C:11]([C:13]([NH2:15])=[O:14])[C:10]([O:16][CH2:17][C:18]2[CH:23]=[CH:22][C:21]([O:24][CH2:25][C:26]3[N:27]=[C:28]([C:32]4[O:33][CH:34]=[CH:35][CH:36]=4)[O:29][C:30]=3[CH3:31])=[CH:20][CH:19]=2)=[N:9]1)[C:2]1[CH:7]=[CH:6][CH:5]=[CH:4][CH:3]=1.[C:37](OC(=O)C)(=[O:39])[CH3:38]. No catalyst specified. The product is [C:37]([NH:15][C:13]([C:11]1[C:10]([O:16][CH2:17][C:18]2[CH:19]=[CH:20][C:21]([O:24][CH2:25][C:26]3[N:27]=[C:28]([C:32]4[O:33][CH:34]=[CH:35][CH:36]=4)[O:29][C:30]=3[CH3:31])=[CH:22][CH:23]=2)=[N:9][N:8]([CH2:1][C:2]2[CH:7]=[CH:6][CH:5]=[CH:4][CH:3]=2)[CH:12]=1)=[O:14])(=[O:39])[CH3:38]. The yield is 0.480.